This data is from Full USPTO retrosynthesis dataset with 1.9M reactions from patents (1976-2016). The task is: Predict the reactants needed to synthesize the given product. (1) The reactants are: Br[C:2]1[CH:7]=[CH:6][C:5]2[C:8]3[CH2:9][N:10]([C:15]([O:17][C:18]([CH3:21])([CH3:20])[CH3:19])=[O:16])[CH2:11][CH2:12][C:13]=3[O:14][C:4]=2[CH:3]=1.[F:22][C:23]1[CH:24]=[CH:25][C:26]([CH2:29][O:30][C:31]2[CH:36]=[N:35][NH:34][C:33](=[O:37])[CH:32]=2)=[N:27][CH:28]=1. Given the product [F:22][C:23]1[CH:24]=[CH:25][C:26]([CH2:29][O:30][C:31]2[CH:36]=[N:35][N:34]([C:2]3[CH:7]=[CH:6][C:5]4[C:8]5[CH2:9][N:10]([C:15]([O:17][C:18]([CH3:21])([CH3:20])[CH3:19])=[O:16])[CH2:11][CH2:12][C:13]=5[O:14][C:4]=4[CH:3]=3)[C:33](=[O:37])[CH:32]=2)=[N:27][CH:28]=1, predict the reactants needed to synthesize it. (2) Given the product [Br:7][C:8]1[CH:13]=[CH:12][C:11]([NH:14][C@@H:15]2[CH2:19][N:18]3[C@H:17]([CH2:20][O:21][CH2:2][C:3]3=[O:4])[CH2:16]2)=[C:10]([N+:22]([O-:24])=[O:23])[CH:9]=1, predict the reactants needed to synthesize it. The reactants are: Cl[CH2:2][C:3](Cl)=[O:4].Cl.[Br:7][C:8]1[CH:13]=[CH:12][C:11]([NH:14][C@@H:15]2[CH2:19][NH:18][C@H:17]([CH2:20][OH:21])[CH2:16]2)=[C:10]([N+:22]([O-:24])=[O:23])[CH:9]=1.[OH-].[Na+]. (3) Given the product [C:7]1([C:5]2[CH:4]=[C:3]([C:2]([F:15])([F:14])[F:1])[NH:18][N:17]=2)[CH:12]=[CH:11][CH:10]=[CH:9][CH:8]=1, predict the reactants needed to synthesize it. The reactants are: [F:1][C:2]([F:15])([F:14])[C:3](=O)[CH2:4][C:5]([C:7]1[CH:12]=[CH:11][CH:10]=[CH:9][CH:8]=1)=O.O.[NH2:17][NH2:18]. (4) Given the product [CH3:19][C:20]1[CH:25]=[CH:24][CH:23]=[CH:22][C:21]=1[C:26]1[CH:31]=[CH:30][C:29]([C:6]([N:8]2[CH2:12][C:11](=[N:13][O:14][CH3:15])[CH2:10][C@H:9]2[C:16]([NH:36][CH:37]([CH2:40][OH:41])[CH2:38][OH:39])=[O:18])=[O:7])=[C:28]([CH3:35])[CH:27]=1, predict the reactants needed to synthesize it. The reactants are: C(O[C:6]([N:8]1[CH2:12][C:11](=[N:13][O:14][CH3:15])[CH2:10][C@H:9]1[C:16]([OH:18])=O)=[O:7])(C)(C)C.[CH3:19][C:20]1[CH:25]=[CH:24][CH:23]=[CH:22][C:21]=1[C:26]1[CH:31]=[CH:30][C:29](C(O)=O)=[C:28]([CH3:35])[CH:27]=1.[NH2:36][CH:37]([CH2:40][OH:41])[CH2:38][OH:39].